This data is from NCI-60 drug combinations with 297,098 pairs across 59 cell lines. The task is: Regression. Given two drug SMILES strings and cell line genomic features, predict the synergy score measuring deviation from expected non-interaction effect. Drug 1: CCN(CC)CCNC(=O)C1=C(NC(=C1C)C=C2C3=C(C=CC(=C3)F)NC2=O)C. Drug 2: CC(C)NC(=O)C1=CC=C(C=C1)CNNC.Cl. Cell line: SNB-19. Synergy scores: CSS=0.793, Synergy_ZIP=1.08, Synergy_Bliss=-3.12, Synergy_Loewe=-2.57, Synergy_HSA=-6.04.